From a dataset of Forward reaction prediction with 1.9M reactions from USPTO patents (1976-2016). Predict the product of the given reaction. Given the reactants [CH3:1][C:2]1[C:3]([N:14]2C(=O)C3C(=CC=CC=3)C2=O)=[N:4][N:5]([CH2:7][C:8]2[N:13]=[CH:12][CH:11]=[CH:10][N:9]=2)[CH:6]=1.NCCO, predict the reaction product. The product is: [CH3:1][C:2]1[C:3]([NH2:14])=[N:4][N:5]([CH2:7][C:8]2[N:13]=[CH:12][CH:11]=[CH:10][N:9]=2)[CH:6]=1.